Dataset: Forward reaction prediction with 1.9M reactions from USPTO patents (1976-2016). Task: Predict the product of the given reaction. (1) Given the reactants [CH2:1]([N:5]1[CH:9]=[C:8]([C:10]([O:12]CC)=[O:11])[N:7]=[N:6]1)[CH2:2][CH2:3][CH3:4].C(O)C.[OH-].[K+], predict the reaction product. The product is: [CH2:1]([N:5]1[CH:9]=[C:8]([C:10]([OH:12])=[O:11])[N:7]=[N:6]1)[CH2:2][CH2:3][CH3:4]. (2) Given the reactants [CH2:1]1[CH:6]2[CH2:7][C:8]3([NH2:11])[CH2:10][CH:4]([CH2:5]2)[CH2:3][CH:2]1[CH2:9]3.Cl[CH2:13][C:14]1[N:18]=[C:17]([CH:19]([CH3:21])[CH3:20])[O:16][N:15]=1, predict the reaction product. The product is: [CH:19]([C:17]1[O:16][N:15]=[C:14]([CH2:13][NH:11][C:8]23[CH2:10][CH:4]4[CH2:5][CH:6]([CH2:1][CH:2]([CH2:3]4)[CH2:9]2)[CH2:7]3)[N:18]=1)([CH3:21])[CH3:20]. (3) Given the reactants [NH2:1][C:2]1[CH:3]=[CH:4][C:5]2[N:10]([CH3:11])[C:9](=[O:12])[O:8][C:7]([CH3:14])([CH3:13])[C:6]=2[CH:15]=1.[CH3:16][N:17]([CH3:27])[C:18]1[CH:23]=[CH:22][C:21](B(O)O)=[CH:20][CH:19]=1, predict the reaction product. The product is: [CH3:16][N:17]([CH3:27])[C:18]1[CH:23]=[CH:22][C:21]([NH:1][C:2]2[CH:3]=[CH:4][C:5]3[N:10]([CH3:11])[C:9](=[O:12])[O:8][C:7]([CH3:13])([CH3:14])[C:6]=3[CH:15]=2)=[CH:20][CH:19]=1.